Dataset: Full USPTO retrosynthesis dataset with 1.9M reactions from patents (1976-2016). Task: Predict the reactants needed to synthesize the given product. (1) The reactants are: Br[C:2]1[CH:3]=[N:4][CH:5]=[C:6]([CH:11]=1)[C:7]([O:9][CH3:10])=[O:8].[CH3:12][C:13]1[CH:14]=[C:15](B(O)O)[CH:16]=[CH:17][C:18]=1[CH3:19]. Given the product [CH3:12][C:13]1[CH:14]=[C:15]([C:2]2[CH:11]=[C:6]([C:7]([O:9][CH3:10])=[O:8])[CH:5]=[N:4][CH:3]=2)[CH:16]=[CH:17][C:18]=1[CH3:19], predict the reactants needed to synthesize it. (2) The reactants are: [Br:1][C:2]1[C:6]2[CH:7]=[N:8][C:9]([NH:11][C:12](=[O:18])OC(C)(C)C)=[CH:10][C:5]=2[N:4]([CH2:19][CH3:20])[CH:3]=1.ClC([C:24]1[CH:33]=[CH:32][C:27]([C:28]([O:30][CH3:31])=[O:29])=[CH:26][CH:25]=1)=O. Given the product [Br:1][C:2]1[C:6]2[CH:7]=[N:8][C:9]([NH:11][C:12]([C:24]3[CH:33]=[CH:32][C:27]([C:28]([O:30][CH3:31])=[O:29])=[CH:26][CH:25]=3)=[O:18])=[CH:10][C:5]=2[N:4]([CH2:19][CH3:20])[CH:3]=1, predict the reactants needed to synthesize it. (3) Given the product [Cl:45][C:39]1[CH:40]=[C:41]([Cl:44])[CH:42]=[CH:43][C:38]=1[CH:17]1[CH:16]([C:14]([NH:13][O:12][CH2:11][C:8]2[N:7]=[C:6]([CH2:5][OH:4])[O:10][N:9]=2)=[O:15])[C:25]2[C:20](=[CH:21][CH:22]=[CH:23][CH:24]=2)[C:19](=[O:26])[N:18]1[CH:27]1[CH2:32][CH2:31][CH2:30][CH2:29][CH:28]1[NH:33][S:34]([CH3:37])(=[O:36])=[O:35], predict the reactants needed to synthesize it. The reactants are: C([O:4][CH2:5][C:6]1[O:10][N:9]=[C:8]([CH2:11][O:12][NH:13][C:14]([CH:16]2[C:25]3[C:20](=[CH:21][CH:22]=[CH:23][CH:24]=3)[C:19](=[O:26])[N:18]([CH:27]3[CH2:32][CH2:31][CH2:30][CH2:29][CH:28]3[NH:33][S:34]([CH3:37])(=[O:36])=[O:35])[CH:17]2[C:38]2[CH:43]=[CH:42][C:41]([Cl:44])=[CH:40][C:39]=2[Cl:45])=[O:15])[N:7]=1)(=O)C.C(=O)([O-])[O-].[K+].[K+].C(OCC)(=O)C. (4) Given the product [OH:34][CH2:21][CH2:20][C:19]1[CH:18]=[C:17]([C:22]2[CH:23]=[CH:24][C:25]([C:28]([F:29])([F:31])[F:30])=[CH:26][CH:27]=2)[S:16][C:15]=1[CH:13]([S:12][C:9]1[CH:10]=[CH:11][C:6]([CH2:5][CH2:4][C:3]([OH:2])=[O:33])=[C:7]([CH3:32])[CH:8]=1)[CH3:14], predict the reactants needed to synthesize it. The reactants are: C[O:2][C:3](=[O:33])[CH2:4][CH2:5][C:6]1[CH:11]=[CH:10][C:9]([S:12][CH:13]([C:15]2[S:16][C:17]([C:22]3[CH:27]=[CH:26][C:25]([C:28]([F:31])([F:30])[F:29])=[CH:24][CH:23]=3)=[CH:18][C:19]=2[CH:20]=[CH2:21])[CH3:14])=[CH:8][C:7]=1[CH3:32].[OH:34]O.[OH-].[Na+].Cl. (5) Given the product [Br-:15].[CH2:6]([C:2]1[SH+:1][CH:5]=[CH:4][CH:3]=1)[C:7]([C:9]1[CH:14]=[CH:13][CH:12]=[CH:11][CH:10]=1)=[O:8], predict the reactants needed to synthesize it. The reactants are: [S:1]1[CH2:5][CH2:4][CH2:3][CH2:2]1.[CH2:6]([Br:15])[C:7]([C:9]1[CH:14]=[CH:13][CH:12]=[CH:11][CH:10]=1)=[O:8].C(OCC)(=O)C. (6) Given the product [C:4]([O:8][C:9]([N:11]1[C:19]2[C:14](=[CH:15][CH:16]=[CH:17][CH:18]=2)[CH:13]([C:20]([N:22]2[CH2:25][CH2:24][C@H:23]2[C:26]([OH:28])=[O:27])=[O:21])[CH2:12]1)=[O:10])([CH3:7])([CH3:5])[CH3:6], predict the reactants needed to synthesize it. The reactants are: O[Li].O.[C:4]([O:8][C:9]([N:11]1[C:19]2[C:14](=[CH:15][CH:16]=[CH:17][CH:18]=2)[CH:13]([C:20]([N:22]2[CH2:25][CH2:24][C@H:23]2[C:26]([O:28]CC)=[O:27])=[O:21])[CH2:12]1)=[O:10])([CH3:7])([CH3:6])[CH3:5]. (7) Given the product [C:3]([C:5]([C:6]([O:8][CH2:9][CH3:10])=[O:7])=[C:11]([S-:13])[S-:12])#[N:4].[Na+:2].[Na+:2], predict the reactants needed to synthesize it. The reactants are: [OH-].[Na+:2].[C:3]([CH2:5][C:6]([O:8][CH2:9][CH3:10])=[O:7])#[N:4].[C:11](=[S:13])=[S:12]. (8) Given the product [Cl:4][C:5]1[CH:6]=[C:7]([C@H:12]2[C@@H:18]([CH2:19][NH:20][S:21]([CH2:24][CH2:25][O:2][CH3:1])(=[O:23])=[O:22])[O:17][CH2:16][CH2:15][N:14]([C:26]([O:28][C:29]([CH3:32])([CH3:31])[CH3:30])=[O:27])[CH2:13]2)[CH:8]=[CH:9][C:10]=1[Cl:11], predict the reactants needed to synthesize it. The reactants are: [CH3:1][O-:2].[Na+].[Cl:4][C:5]1[CH:6]=[C:7]([C@H:12]2[C@@H:18]([CH2:19][NH:20][S:21]([CH:24]=[CH2:25])(=[O:23])=[O:22])[O:17][CH2:16][CH2:15][N:14]([C:26]([O:28][C:29]([CH3:32])([CH3:31])[CH3:30])=[O:27])[CH2:13]2)[CH:8]=[CH:9][C:10]=1[Cl:11].[Cl-].[NH4+].